Dataset: Forward reaction prediction with 1.9M reactions from USPTO patents (1976-2016). Task: Predict the product of the given reaction. (1) Given the reactants [CH2:1]([O:8][CH2:9][CH2:10][C:11]1[S:15][C:14]2[CH:16]=[CH:17][CH:18]=[CH:19][C:13]=2[C:12]=1Br)[C:2]1[CH:7]=[CH:6][CH:5]=[CH:4][CH:3]=1.CN(CCN(C)C)C.[Li]C(CC)C.[C:34]([C:36]1[CH:41]=[CH:40][CH:39]=[CH:38][N:37]=1)#N.C1C[O:45]CC1, predict the reaction product. The product is: [CH2:1]([O:8][CH2:9][CH2:10][C:11]1[S:15][C:14]2[CH:16]=[CH:17][CH:18]=[CH:19][C:13]=2[C:12]=1[C:34]([C:36]1[CH:41]=[CH:40][CH:39]=[CH:38][N:37]=1)=[O:45])[C:2]1[CH:7]=[CH:6][CH:5]=[CH:4][CH:3]=1. (2) Given the reactants [CH3:1][O:2][C:3](=[O:16])[C:4]1[CH:9]=[CH:8][C:7](F)=[C:6]([O:11][C:12]([F:15])([F:14])[F:13])[CH:5]=1.Cl.[CH3:18][NH:19][CH3:20].C(=O)([O-])[O-].[K+].[K+], predict the reaction product. The product is: [CH3:1][O:2][C:3](=[O:16])[C:4]1[CH:9]=[CH:8][C:7]([N:19]([CH3:20])[CH3:18])=[C:6]([O:11][C:12]([F:15])([F:14])[F:13])[CH:5]=1. (3) Given the reactants [C:1]([Li])([CH3:4])([CH3:3])[CH3:2].Br[C:7]1[CH:12]=[CH:11][C:10]([C:13]2[CH:18]=[CH:17][C:16](Br)=[CH:15][CH:14]=2)=[CH:9][CH:8]=1.F[B:21]([C:31]1[C:36]([CH3:37])=[CH:35][C:34]([CH3:38])=[CH:33][C:32]=1[CH3:39])[C:22]1[C:27]([CH3:28])=[CH:26][C:25]([CH3:29])=[CH:24][C:23]=1[CH3:30], predict the reaction product. The product is: [C:1]1([CH3:4])[CH:3]=[C:36]([CH3:35])[CH:31]=[C:32]([CH3:33])[C:2]=1[B:21]([C:22]1[C:27]([CH3:28])=[CH:26][C:25]([CH3:29])=[CH:24][C:23]=1[CH3:30])[C:7]1[CH:12]=[CH:11][C:10]([C:13]2[CH:18]=[CH:17][C:16]([B:21]([C:31]3[C:36]([CH3:37])=[CH:35][C:34]([CH3:38])=[CH:33][C:32]=3[CH3:39])[C:22]3[C:27]([CH3:28])=[CH:26][C:25]([CH3:29])=[CH:24][C:23]=3[CH3:30])=[CH:15][CH:14]=2)=[CH:9][CH:8]=1. (4) Given the reactants [CH:1]1([CH2:4][O:5][C:6]2[N:11]=[C:10]([C:12]([OH:14])=O)[CH:9]=[N:8][C:7]=2[N:15]2[CH2:18][C:17]([F:20])([F:19])[CH2:16]2)[CH2:3][CH2:2]1.[N:21]1([CH2:27][CH2:28][OH:29])[CH2:26][CH2:25][NH:24][CH2:23][CH2:22]1, predict the reaction product. The product is: [CH:1]1([CH2:4][O:5][C:6]2[N:11]=[C:10]([C:12]([N:24]3[CH2:25][CH2:26][N:21]([CH2:27][CH2:28][OH:29])[CH2:22][CH2:23]3)=[O:14])[CH:9]=[N:8][C:7]=2[N:15]2[CH2:18][C:17]([F:20])([F:19])[CH2:16]2)[CH2:2][CH2:3]1. (5) Given the reactants [C:1]([NH:8][C@@H:9]([C:13]([OH:15])=O)[CH:10]([CH3:12])[CH3:11])([O:3][C:4]([CH3:7])([CH3:6])[CH3:5])=[O:2].C[N:17]1CCOCC1.ClC(OCC(C)C)=O.[NH4+].[OH-], predict the reaction product. The product is: [C:1]([NH:8][C@@H:9]([C:13]([NH2:17])=[O:15])[CH:10]([CH3:12])[CH3:11])([O:3][C:4]([CH3:7])([CH3:6])[CH3:5])=[O:2].